This data is from Reaction yield outcomes from USPTO patents with 853,638 reactions. The task is: Predict the reaction yield, written as a fraction of the theoretical maximum amount of product (1.0 means a 100% yield; for example, 0.34 means a 34% yield). The reactants are [C:1]([O:10][CH2:11][C:12]1[CH:17]=[CH:16][CH:15]=[CH:14][CH:13]=1)(=[O:9])[C:2]1[C:3](=[CH:5][CH:6]=[CH:7][CH:8]=1)[OH:4].C(N(CC)CC)C.[CH:25]([C:28]1[CH:37]=[CH:36][CH:35]=[C:34]([CH:38]([CH3:40])[CH3:39])[C:29]=1[O:30][C:31](Cl)=[O:32])([CH3:27])[CH3:26]. The catalyst is ClCCl.CN(C1C=CN=CC=1)C.C(O)(=O)CC(CC(O)=O)(C(O)=O)O. The product is [CH:25]([C:28]1[CH:37]=[CH:36][CH:35]=[C:34]([CH:38]([CH3:40])[CH3:39])[C:29]=1[O:30][C:31]([O:4][C:3]1[CH:5]=[CH:6][CH:7]=[CH:8][C:2]=1[C:1]([O:10][CH2:11][C:12]1[CH:17]=[CH:16][CH:15]=[CH:14][CH:13]=1)=[O:9])=[O:32])([CH3:27])[CH3:26]. The yield is 0.570.